Dataset: Forward reaction prediction with 1.9M reactions from USPTO patents (1976-2016). Task: Predict the product of the given reaction. (1) Given the reactants [OH:1][CH:2]1[CH2:5][N:4]([CH:6]=[O:7])[CH2:3]1.I[C:9]1[CH:14]=[CH:13][C:12]([O:15][CH3:16])=[CH:11][CH:10]=1.C([O-])([O-])=O.[Cs+].[Cs+].[N:23]1[C:36]2C(=CC=[C:30]3[C:35]=2[N:34]=[CH:33][CH:32]=[CH:31]3)[CH:26]=[CH:25][CH:24]=1, predict the reaction product. The product is: [CH:33]1([N:34]2[CH2:26][CH2:25][CH2:24][N:23]([C:6]([N:4]3[CH2:5][CH:2]([O:1][C:9]4[CH:14]=[CH:13][C:12]([O:15][CH3:16])=[CH:11][CH:10]=4)[CH2:3]3)=[O:7])[CH2:36][CH2:35]2)[CH2:32][CH2:31][CH2:30]1. (2) The product is: [C:1]([O:5][C:6](=[O:25])[NH:7][C@H:8]1[CH2:13][CH2:12][C@@H:11]([CH2:14][N:15]2[C:19]3=[N:20][C:21]([NH:26][C:27]4[CH:28]=[CH:29][C:30]([CH3:37])=[C:31]([S:33](=[O:35])(=[O:34])[NH2:36])[CH:32]=4)=[N:22][CH:23]=[C:18]3[CH:17]=[N:16]2)[CH2:10][CH2:9]1)([CH3:4])([CH3:3])[CH3:2]. Given the reactants [C:1]([O:5][C:6](=[O:25])[NH:7][C@H:8]1[CH2:13][CH2:12][C@@H:11]([CH2:14][N:15]2[C:19]3=[N:20][C:21](Cl)=[N:22][CH:23]=[C:18]3[CH:17]=[N:16]2)[CH2:10][CH2:9]1)([CH3:4])([CH3:3])[CH3:2].[NH2:26][C:27]1[CH:28]=[CH:29][C:30]([CH3:37])=[C:31]([S:33]([NH2:36])(=[O:35])=[O:34])[CH:32]=1.CC(C)([O-])C.[Na+].C(P(C(C)(C)C)C1C=CC=CC=1C1C(C(C)C)=CC(C(C)C)=CC=1C(C)C)(C)(C)C, predict the reaction product. (3) Given the reactants [C:1]([NH:8][C@@H:9]([C:17]([OH:19])=O)[CH2:10][CH:11]1[CH2:16][CH2:15][CH2:14][CH2:13][CH2:12]1)([O:3][C:4]([CH3:7])([CH3:6])[CH3:5])=[O:2].Br.Br.[CH3:22][N:23]1[CH2:28][CH2:27][CH:26]([CH:29]2[CH2:34][CH2:33][NH:32][CH2:31][CH2:30]2)[CH2:25][CH2:24]1.C1C=CC2N(O)N=NC=2C=1.CCN=C=NCCCN(C)C.C(N(C(C)C)CC)(C)C, predict the reaction product. The product is: [C:1]([NH:8][C@@H:9]([C:17]([N:32]1[CH2:33][CH2:34][CH:29]([CH:26]2[CH2:25][CH2:24][N:23]([CH3:22])[CH2:28][CH2:27]2)[CH2:30][CH2:31]1)=[O:19])[CH2:10][CH:11]1[CH2:12][CH2:13][CH2:14][CH2:15][CH2:16]1)([O:3][C:4]([CH3:5])([CH3:6])[CH3:7])=[O:2]. (4) Given the reactants CC1(C)C2C(=C(P(C3C=CC=CC=3)C3C=CC=CC=3)C=CC=2)OC2C(P(C3C=CC=CC=3)C3C=CC=CC=3)=CC=CC1=2.Br[C:44]1[CH:53]=[C:52]2[C:47]([C:48]([C:56]3[CH:61]=[CH:60][C:59]([C:62]([F:65])([F:64])[F:63])=[CH:58][C:57]=3[O:66][CH3:67])=[N:49][C:50]([O:54][CH3:55])=[N:51]2)=[CH:46][CH:45]=1.CCN(C(C)C)C(C)C.[CH2:77]([SH:84])[C:78]1[CH:83]=[CH:82][CH:81]=[CH:80][CH:79]=1, predict the reaction product. The product is: [CH2:77]([S:84][C:44]1[CH:53]=[C:52]2[C:47]([C:48]([C:56]3[CH:61]=[CH:60][C:59]([C:62]([F:65])([F:64])[F:63])=[CH:58][C:57]=3[O:66][CH3:67])=[N:49][C:50]([O:54][CH3:55])=[N:51]2)=[CH:46][CH:45]=1)[C:78]1[CH:83]=[CH:82][CH:81]=[CH:80][CH:79]=1. (5) Given the reactants [CH:1]1([C:4](=O)[CH2:5][C:6](=O)[CH3:7])[CH2:3][CH2:2]1.[C:10]([CH2:12][C:13]([NH2:15])=[O:14])#[N:11].N1CCCCC1, predict the reaction product. The product is: [CH:1]1([C:4]2[CH:5]=[C:6]([CH3:7])[C:12]([C:10]#[N:11])=[C:13]([OH:14])[N:15]=2)[CH2:3][CH2:2]1. (6) Given the reactants [NH2:1][C:2]1[C:7]2=[CH:8][CH:9]=[C:10]([C@H:11]3[C@H:15]([OH:16])[C@H:14]([OH:17])[C@@H:13]([CH2:18][OH:19])[O:12]3)[N:6]2[N:5]=[CH:4][N:3]=1.N1C=CN=C1.Cl[Si:26]([CH:39]([CH3:41])[CH3:40])([CH:36]([CH3:38])[CH3:37])[O:27][Si:28](Cl)([CH:32]([CH3:34])[CH3:33])[CH:29]([CH3:31])[CH3:30].O, predict the reaction product. The product is: [NH2:1][C:2]1[C:7]2=[CH:8][CH:9]=[C:10]([C@@H:11]3[O:12][C@H:13]4[C@@H:14]([O:17][Si:26]([CH:36]([CH3:38])[CH3:37])([CH:39]([CH3:41])[CH3:40])[O:27][Si:28]([CH:32]([CH3:34])[CH3:33])([CH:29]([CH3:30])[CH3:31])[O:19][CH2:18]4)[C@H:15]3[OH:16])[N:6]2[N:5]=[CH:4][N:3]=1. (7) Given the reactants O1[C:5]2([CH2:9][CH2:8][N:7]([C@H:10]3[CH2:15][CH2:14][CH2:13][CH2:12][C@@H:11]3[O:16][CH2:17][CH2:18][CH2:19][CH:20]3[CH2:25][CH2:24][CH2:23][CH2:22][CH2:21]3)[CH2:6]2)[O:4]CC1.CC(=O)CC.[ClH:31], predict the reaction product. The product is: [ClH:31].[O:4]=[C:5]1[CH2:9][CH2:8][N:7]([C@@H:10]2[CH2:15][CH2:14][CH2:13][CH2:12][C@@H:11]2[O:16][CH2:17][CH2:18][CH2:19][CH:20]2[CH2:25][CH2:24][CH2:23][CH2:22][CH2:21]2)[CH2:6]1.